From a dataset of Forward reaction prediction with 1.9M reactions from USPTO patents (1976-2016). Predict the product of the given reaction. (1) Given the reactants [N+:1]([C:4]1[C:9]2[N:10]=[C:11]([C:15]3[CH:20]=[CH:19][CH:18]=[C:17]([C:21]([F:24])([F:23])[F:22])[CH:16]=3)[O:12][C:13](=O)[C:8]=2[CH:7]=[CH:6][CH:5]=1)([O-:3])=[O:2].[NH3:25].O, predict the reaction product. The product is: [N+:1]([C:4]1[CH:5]=[CH:6][CH:7]=[C:8]2[C:9]=1[N:10]=[C:11]([C:15]1[CH:20]=[CH:19][CH:18]=[C:17]([C:21]([F:24])([F:23])[F:22])[CH:16]=1)[NH:25][C:13]2=[O:12])([O-:3])=[O:2]. (2) The product is: [OH:18][C:19]1[CH:20]=[CH:21][C:22]([C:25]([C:27]2[CH:32]=[CH:31][C:30]([O:5][CH:6]3[CH2:10][CH2:9][N:8]([C:11]([O:13][C:14]([CH3:17])([CH3:16])[CH3:15])=[O:12])[CH2:7]3)=[CH:29][CH:28]=2)=[O:26])=[CH:23][CH:24]=1. Given the reactants CS([O:5][CH:6]1[CH2:10][CH2:9][N:8]([C:11]([O:13][C:14]([CH3:17])([CH3:16])[CH3:15])=[O:12])[CH2:7]1)(=O)=O.[OH:18][C:19]1[CH:24]=[CH:23][C:22]([C:25]([C:27]2[CH:32]=[CH:31][C:30](O)=[CH:29][CH:28]=2)=[O:26])=[CH:21][CH:20]=1.C([O-])([O-])=O.[K+].[K+].C(Cl)Cl, predict the reaction product. (3) Given the reactants [F:1][C:2]1[CH:3]=[C:4]([C:8]#[C:9][C:10]2[CH:11]=[C:12]([CH:16]=O)[CH:13]=[N:14][CH:15]=2)[CH:5]=[CH:6][CH:7]=1.Cl.[O:19]([NH2:21])[CH3:20].C(=O)([O-])[O-].[K+].[K+], predict the reaction product. The product is: [CH3:20][O:19][N:21]=[CH:16][C:12]1[CH:13]=[N:14][CH:15]=[C:10]([C:9]#[C:8][C:4]2[CH:5]=[CH:6][CH:7]=[C:2]([F:1])[CH:3]=2)[CH:11]=1. (4) Given the reactants C[O:2][C:3](=[O:33])[CH2:4][C:5]1[C:14]([CH3:15])=[C:13]([CH:16]2[CH2:21][CH2:20][N:19]([C:22](=[O:31])[C:23]3[CH:28]=[C:27]([F:29])[CH:26]=[CH:25][C:24]=3[F:30])[CH2:18][CH2:17]2)[C:12]2[C:7](=[CH:8][CH:9]=[C:10]([F:32])[CH:11]=2)[CH:6]=1.O.[OH-].[Li+], predict the reaction product. The product is: [F:30][C:24]1[CH:25]=[CH:26][C:27]([F:29])=[CH:28][C:23]=1[C:22]([N:19]1[CH2:20][CH2:21][CH:16]([C:13]2[C:12]3[C:7](=[CH:8][CH:9]=[C:10]([F:32])[CH:11]=3)[CH:6]=[C:5]([CH2:4][C:3]([OH:33])=[O:2])[C:14]=2[CH3:15])[CH2:17][CH2:18]1)=[O:31]. (5) Given the reactants [C:1]([O:5][C:6]([NH:8][C@@:9]1([C:37]([O:39][C:40]([CH3:43])([CH3:42])[CH3:41])=[O:38])[C@H:14]([CH2:15][S:16][C:17]2[CH:22]=[CH:21][C:20]([F:23])=[C:19]([CH3:24])[CH:18]=2)[C@H:13](OS(C)(=O)=O)[C@@H:12]2[C@H:10]1[C@H:11]2[C:30]([O:32][C:33]([CH3:36])([CH3:35])[CH3:34])=[O:31])=[O:7])([CH3:4])([CH3:3])[CH3:2].C(=O)([O-])[O-].[Cs+].[Cs+].[NH:50]1[CH:54]=[N:53][C:52]([SH:55])=[N:51]1.C(O[BH-](OC(=O)C)OC(=O)C)(=O)C.[Na+], predict the reaction product. The product is: [C:1]([O:5][C:6]([NH:8][C@@:9]1([C:37]([O:39][C:40]([CH3:43])([CH3:42])[CH3:41])=[O:38])[C@H:14]([CH2:15][S:16][C:17]2[CH:22]=[CH:21][C:20]([F:23])=[C:19]([CH3:24])[CH:18]=2)[C@@H:13]([S:55][C:52]2[N:53]=[CH:54][NH:50][N:51]=2)[C@@H:12]2[C@H:10]1[C@H:11]2[C:30]([O:32][C:33]([CH3:35])([CH3:34])[CH3:36])=[O:31])=[O:7])([CH3:4])([CH3:2])[CH3:3]. (6) Given the reactants [CH3:1][CH:2]([CH2:7][N:8]1[CH2:13][CH2:12][CH2:11][CH2:10][CH2:9]1)[CH2:3][C:4]([OH:6])=[O:5].C1N=CN(C(N2C=NC=C2)=O)C=1.Cl.[F:27][C:28]1[C:32]([C:33]2[CH:34]=[N:35][C:36]([O:39][CH3:40])=[CH:37][CH:38]=2)=[N:31][NH:30][C:29]=1[NH2:41].CCN(CC)CC, predict the reaction product. The product is: [CH:4]([OH:6])=[O:5].[F:27][C:28]1[C:32]([C:33]2[CH:34]=[N:35][C:36]([O:39][CH3:40])=[CH:37][CH:38]=2)=[N:31][NH:30][C:29]=1[NH:41][C:4](=[O:6])[CH2:3][CH:2]([CH3:1])[CH2:7][N:8]1[CH2:13][CH2:12][CH2:11][CH2:10][CH2:9]1.